Dataset: Forward reaction prediction with 1.9M reactions from USPTO patents (1976-2016). Task: Predict the product of the given reaction. (1) Given the reactants C(N(CC)CC)C.[NH2:8][C:9]1[N:17]=[C:16]([CH3:18])[CH:15]=[CH:14][C:10]=1[C:11]([OH:13])=O.[OH-].[F:20][C:21]1[CH:26]=[CH:25][CH:24]=[CH:23][C:22]=1[O:27][C:28]1[CH:35]=[CH:34][C:31]([CH2:32][NH2:33])=[CH:30][CH:29]=1.CN([P+](ON1N=NC2C=CC=CC1=2)(N(C)C)N(C)C)C.F[P-](F)(F)(F)(F)F, predict the reaction product. The product is: [F:20][C:21]1[CH:26]=[CH:25][CH:24]=[CH:23][C:22]=1[O:27][C:28]1[CH:35]=[CH:34][C:31]([CH2:32][NH:33][C:11](=[O:13])[C:10]2[CH:14]=[CH:15][C:16]([CH3:18])=[N:17][C:9]=2[NH2:8])=[CH:30][CH:29]=1. (2) Given the reactants [NH2:1][C:2]1[CH:3]=[C:4]2[O:10][C:9]([C:11]3[CH:12]=[C:13]([NH:18][C:19]([N:21]4[CH2:25][CH2:24][CH2:23][CH2:22]4)=[O:20])[CH:14]=[CH:15][C:16]=3[Cl:17])=[N:8][C:5]2=[N:6][CH:7]=1.Cl[C:27]([O:29][CH:30]([CH3:32])[CH3:31])=[O:28].N1C=CC=CC=1, predict the reaction product. The product is: [CH:30]([O:29][C:27](=[O:28])[NH:1][C:2]1[CH:3]=[C:4]2[O:10][C:9]([C:11]3[CH:12]=[C:13]([NH:18][C:19]([N:21]4[CH2:25][CH2:24][CH2:23][CH2:22]4)=[O:20])[CH:14]=[CH:15][C:16]=3[Cl:17])=[N:8][C:5]2=[N:6][CH:7]=1)([CH3:32])[CH3:31]. (3) Given the reactants Br[C:2]1[C:10]2[C:9]([NH2:11])=[CH:8][C:7]([CH3:12])=[N:6][C:5]=2[S:4][C:3]=1[CH3:13].[Cl:14][C:15]1[CH:16]=[C:17](B(O)O)[CH:18]=[CH:19][CH:20]=1.C(Cl)Cl.C([O-])([O-])=O.[Cs+].[Cs+], predict the reaction product. The product is: [Cl:14][C:15]1[CH:20]=[C:19]([C:2]2[C:10]3[C:9]([NH2:11])=[CH:8][C:7]([CH3:12])=[N:6][C:5]=3[S:4][C:3]=2[CH3:13])[CH:18]=[CH:17][CH:16]=1.